Dataset: Reaction yield outcomes from USPTO patents with 853,638 reactions. Task: Predict the reaction yield, written as a fraction of the theoretical maximum amount of product (1.0 means a 100% yield; for example, 0.34 means a 34% yield). (1) The catalyst is C1(C)C=CC=CC=1. The reactants are C(OC([N:8]([C:24]1[CH:29]=[CH:28][CH:27]=[C:26]([N+:30]([O-:32])=[O:31])[CH:25]=1)[C:9]1[CH:14]=[CH:13][N:12]=[C:11]([C:15]2[NH:19][CH:18]=[C:17]([C:20]([O:22][CH3:23])=[O:21])[CH:16]=2)[CH:10]=1)=O)(C)(C)C. The yield is 0.490. The product is [N+:30]([C:26]1[CH:25]=[C:24]([NH:8][C:9]2[CH:14]=[CH:13][N:12]=[C:11]([C:15]3[NH:19][CH:18]=[C:17]([C:20]([O:22][CH3:23])=[O:21])[CH:16]=3)[CH:10]=2)[CH:29]=[CH:28][CH:27]=1)([O-:32])=[O:31]. (2) The reactants are [BH4-].[Na+].[Cl:3][C:4]1[N:9]=[C:8]([CH:10]2[CH2:12][CH2:11]2)[C:7]([I:13])=[C:6]([CH:14]=[O:15])[CH:5]=1. The catalyst is CO. The product is [Cl:3][C:4]1[N:9]=[C:8]([CH:10]2[CH2:12][CH2:11]2)[C:7]([I:13])=[C:6]([CH2:14][OH:15])[CH:5]=1. The yield is 0.920.